Dataset: NCI-60 drug combinations with 297,098 pairs across 59 cell lines. Task: Regression. Given two drug SMILES strings and cell line genomic features, predict the synergy score measuring deviation from expected non-interaction effect. (1) Drug 1: C1CN1P(=S)(N2CC2)N3CC3. Drug 2: C1CN(CCN1C(=O)CCBr)C(=O)CCBr. Cell line: HT29. Synergy scores: CSS=10.3, Synergy_ZIP=-3.34, Synergy_Bliss=1.73, Synergy_Loewe=1.10, Synergy_HSA=1.83. (2) Drug 1: CC(C1=C(C=CC(=C1Cl)F)Cl)OC2=C(N=CC(=C2)C3=CN(N=C3)C4CCNCC4)N. Drug 2: CC1=C2C(C(=O)C3(C(CC4C(C3C(C(C2(C)C)(CC1OC(=O)C(C(C5=CC=CC=C5)NC(=O)C6=CC=CC=C6)O)O)OC(=O)C7=CC=CC=C7)(CO4)OC(=O)C)O)C)OC(=O)C. Cell line: KM12. Synergy scores: CSS=61.6, Synergy_ZIP=0.0143, Synergy_Bliss=-3.45, Synergy_Loewe=-7.80, Synergy_HSA=2.20. (3) Drug 1: CNC(=O)C1=CC=CC=C1SC2=CC3=C(C=C2)C(=NN3)C=CC4=CC=CC=N4. Drug 2: C1C(C(OC1N2C=NC(=NC2=O)N)CO)O. Cell line: CCRF-CEM. Synergy scores: CSS=41.5, Synergy_ZIP=-1.56, Synergy_Bliss=-1.58, Synergy_Loewe=-9.65, Synergy_HSA=1.49. (4) Drug 1: CC1=C(C(CCC1)(C)C)C=CC(=CC=CC(=CC(=O)O)C)C. Drug 2: CS(=O)(=O)CCNCC1=CC=C(O1)C2=CC3=C(C=C2)N=CN=C3NC4=CC(=C(C=C4)OCC5=CC(=CC=C5)F)Cl. Cell line: MOLT-4. Synergy scores: CSS=-0.257, Synergy_ZIP=-0.434, Synergy_Bliss=-5.38, Synergy_Loewe=-9.43, Synergy_HSA=-7.48. (5) Drug 1: CC1=C(C(=O)C2=C(C1=O)N3CC4C(C3(C2COC(=O)N)OC)N4)N. Drug 2: C1C(C(OC1N2C=NC3=C2NC=NCC3O)CO)O. Cell line: LOX IMVI. Synergy scores: CSS=-9.93, Synergy_ZIP=9.22, Synergy_Bliss=15.4, Synergy_Loewe=-3.91, Synergy_HSA=-1.32.